This data is from Catalyst prediction with 721,799 reactions and 888 catalyst types from USPTO. The task is: Predict which catalyst facilitates the given reaction. (1) Reactant: Br[C:2]1[CH:10]=[C:9]2[C:5]([C:6]([C:11]3[N:12]([C:29]([O:31][C:32]([CH3:35])([CH3:34])[CH3:33])=[O:30])[C:13]4[C:18]([CH:19]=3)=[CH:17][C:16]([CH2:20][O:21][Si:22]([C:25]([CH3:28])([CH3:27])[CH3:26])([CH3:24])[CH3:23])=[CH:15][CH:14]=4)=[N:7][NH:8]2)=[CH:4][CH:3]=1.C[Sn](C)(C)[C:38]1[S:39][CH:40]=[CH:41][N:42]=1. Product: [Si:22]([O:21][CH2:20][C:16]1[CH:17]=[C:18]2[C:13](=[CH:14][CH:15]=1)[N:12]([C:29]([O:31][C:32]([CH3:35])([CH3:34])[CH3:33])=[O:30])[C:11]([C:6]1[C:5]3[C:9](=[CH:10][C:2]([C:38]4[S:39][CH:40]=[CH:41][N:42]=4)=[CH:3][CH:4]=3)[NH:8][N:7]=1)=[CH:19]2)([C:25]([CH3:26])([CH3:27])[CH3:28])([CH3:24])[CH3:23].[Si:22]([O:21][CH2:20][C:16]1[CH:17]=[C:18]2[C:13](=[CH:14][CH:15]=1)[N:12]([C:29]([O:31][C:32]([CH3:35])([CH3:34])[CH3:33])=[O:30])[C:11]([C:6]1[C:5]3[C:9](=[CH:10][C:2]([C:40]4[S:39][CH:38]=[N:42][CH:41]=4)=[CH:3][CH:4]=3)[NH:8][N:7]=1)=[CH:19]2)([C:25]([CH3:28])([CH3:27])[CH3:26])([CH3:24])[CH3:23]. The catalyst class is: 233. (2) Product: [OH:1][CH2:2][C:3]1[C:12]([C:13]2[CH:18]=[CH:17][CH:16]=[CH:15][C:14]=2[O:19][S:32]([C:31]([F:37])([F:36])[F:30])(=[O:34])=[O:33])=[CH:11][CH:10]=[C:9]2[C:4]=1[C:5]([CH3:22])=[CH:6][C:7]([CH3:21])([CH3:20])[NH:8]2. The catalyst class is: 526. Reactant: [OH:1][CH2:2][C:3]1[C:12]([C:13]2[CH:18]=[CH:17][CH:16]=[CH:15][C:14]=2[OH:19])=[CH:11][CH:10]=[C:9]2[C:4]=1[C:5]([CH3:22])=[CH:6][C:7]([CH3:21])([CH3:20])[NH:8]2.C(N(CC)CC)C.[F:30][C:31]([F:37])([F:36])[S:32](Cl)(=[O:34])=[O:33]. (3) Reactant: [Cl:1][C:2]1[CH:3]=[C:4]([CH2:18][N:19]2[C:23]([CH3:24])=[CH:22][C:21]([C:25](O)=[O:26])=[N:20]2)[C:5]2[O:9][C:8]([C:10]3[CH:15]=[CH:14][CH:13]=[CH:12][C:11]=3[Cl:16])=[CH:7][C:6]=2[CH:17]=1.[NH2:28][CH2:29][CH:30]1[CH2:35][CH2:34][N:33]([C:36]([O:38][C:39]([CH3:42])([CH3:41])[CH3:40])=[O:37])[CH2:32][CH2:31]1.CCN=C=NCCCN(C)C.C1C=CC2N(O)N=NC=2C=1. Product: [Cl:1][C:2]1[CH:3]=[C:4]([CH2:18][N:19]2[C:23]([CH3:24])=[CH:22][C:21]([C:25]([NH:28][CH2:29][CH:30]3[CH2:35][CH2:34][N:33]([C:36]([O:38][C:39]([CH3:42])([CH3:41])[CH3:40])=[O:37])[CH2:32][CH2:31]3)=[O:26])=[N:20]2)[C:5]2[O:9][C:8]([C:10]3[CH:15]=[CH:14][CH:13]=[CH:12][C:11]=3[Cl:16])=[CH:7][C:6]=2[CH:17]=1. The catalyst class is: 2. (4) Reactant: [NH2:1][CH:2]([C:6]([F:9])([CH3:8])[CH3:7])[C:3]([OH:5])=[O:4].C(N(CC)CC)C.[C:17](O[C:17]([O:19][C:20]([CH3:23])([CH3:22])[CH3:21])=[O:18])([O:19][C:20]([CH3:23])([CH3:22])[CH3:21])=[O:18]. Product: [C:20]([O:19][C:17]([NH:1][CH:2]([C:6]([F:9])([CH3:8])[CH3:7])[C:3]([OH:5])=[O:4])=[O:18])([CH3:23])([CH3:22])[CH3:21]. The catalyst class is: 5. (5) Reactant: [BH4-].[Li+].[CH2:3]([O:10][C:11]1[CH:12]=[C:13]([CH:18]=[CH:19][C:20]=1[I:21])[C:14](OC)=[O:15])[C:4]1[CH:9]=[CH:8][CH:7]=[CH:6][CH:5]=1. Product: [CH2:3]([O:10][C:11]1[CH:12]=[C:13]([CH2:14][OH:15])[CH:18]=[CH:19][C:20]=1[I:21])[C:4]1[CH:5]=[CH:6][CH:7]=[CH:8][CH:9]=1. The catalyst class is: 683. (6) Reactant: [NH2:1][C:2]1[CH:10]=[CH:9][C:5]([C:6]([OH:8])=[O:7])=[CH:4][CH:3]=1.Br[CH2:12][CH2:13][CH2:14][C:15](OCC)=[O:16]. Product: [N:1]1([C:2]2[CH:10]=[CH:9][C:5]([C:6]([OH:8])=[O:7])=[CH:4][CH:3]=2)[CH2:12][CH2:13][CH2:14][C:15]1=[O:16]. The catalyst class is: 3. (7) Reactant: C(NC(C)C)(C)C.[Li]CCCC.[Br:13][C:14]1[CH:19]=[C:18]([CH2:20][CH3:21])[CH:17]=[CH:16][C:15]=1[F:22].CN([CH:26]=[O:27])C. Product: [Br:13][C:14]1[C:15]([F:22])=[C:16]([CH:17]=[C:18]([CH2:20][CH3:21])[CH:19]=1)[CH:26]=[O:27]. The catalyst class is: 1. (8) Reactant: [Cl:1][C:2]1[CH:8]=[CH:7][CH:6]=[CH:5][C:3]=1[NH2:4].C[Al](C)C.[CH2:13]([O:15][C:16]1[CH:17]=[CH:18][C:19]([C:22](OCC)=[O:23])=[N:20][CH:21]=1)[CH3:14]. Product: [Cl:1][C:2]1[CH:8]=[CH:7][CH:6]=[CH:5][C:3]=1[NH:4][C:22]([C:19]1[CH:18]=[CH:17][C:16]([O:15][CH2:13][CH3:14])=[CH:21][N:20]=1)=[O:23]. The catalyst class is: 11. (9) Reactant: [F:1][C:2]([F:38])([F:37])[C:3]1[C:12]([C:13]([O:15][CH2:16][CH3:17])=[O:14])=[CH:11][C:10]2[CH2:9][CH2:8][N:7](C(C3C=CC=CC=3)(C3C=CC=CC=3)C3C=CC=CC=3)[CH2:6][C:5]=2[N:4]=1.[ClH:39]. Product: [ClH:39].[F:38][C:2]([F:1])([F:37])[C:3]1[C:12]([C:13]([O:15][CH2:16][CH3:17])=[O:14])=[CH:11][C:10]2[CH2:9][CH2:8][NH:7][CH2:6][C:5]=2[N:4]=1. The catalyst class is: 71.